From a dataset of Reaction yield outcomes from USPTO patents with 853,638 reactions. Predict the reaction yield, written as a fraction of the theoretical maximum amount of product (1.0 means a 100% yield; for example, 0.34 means a 34% yield). (1) The reactants are [ClH:1].[NH:2]1[C:10]2[CH2:9][CH2:8][N:7]([C:11]([N:13]3[CH2:16][C:15]4([CH2:21][CH2:20][N:19](C(OC(C)(C)C)=O)[CH2:18][CH2:17]4)[CH2:14]3)=[O:12])[CH2:6][C:5]=2[N:4]=[N:3]1. The catalyst is CC(O)C. The product is [ClH:1].[Cl:1][CH2:16][C:15]1([CH2:14][NH:13][C:11]([N:7]2[CH2:8][CH2:9][C:10]3[NH:2][N:3]=[N:4][C:5]=3[CH2:6]2)=[O:12])[CH2:21][CH2:20][NH:19][CH2:18][CH2:17]1. The yield is 1.00. (2) The reactants are [CH3:1][C:2]1[S:3][C:4]2[CH2:5][CH2:6][N:7](C(C3C=CC=CC=3)=O)[C:8]3[CH:15]=[CH:14][CH:13]=[CH:12][C:9]=3[C:10]=2[N:11]=1.C([O-])(O)=O.[Na+]. The catalyst is Cl. The product is [CH3:1][C:2]1[S:3][C:4]2[CH2:5][CH2:6][NH:7][C:8]3[CH:15]=[CH:14][CH:13]=[CH:12][C:9]=3[C:10]=2[N:11]=1. The yield is 0.760. (3) The reactants are [O:1]1[CH2:6][CH2:5][N:4]([C:7]2[N:12]=[C:11]([N:13]3[CH2:18][CH2:17][O:16][CH2:15][CH2:14]3)[N:10]=[C:9]([C:19]3[CH:26]=[CH:25][C:22]([C:23]#[N:24])=[CH:21][CH:20]=3)[N:8]=2)[CH2:3][CH2:2]1.[N-:27]=[N+:28]=[N-:29].[Na+].Cl.C(N(CC)CC)C. The catalyst is CN(C=O)C. The product is [N:4]1([C:7]2[N:12]=[C:11]([N:13]3[CH2:14][CH2:15][O:16][CH2:17][CH2:18]3)[N:10]=[C:9]([C:19]3[CH:20]=[CH:21][C:22]([C:23]4[N:27]=[N:28][NH:29][N:24]=4)=[CH:25][CH:26]=3)[N:8]=2)[CH2:5][CH2:6][O:1][CH2:2][CH2:3]1. The yield is 0.970.